From a dataset of Forward reaction prediction with 1.9M reactions from USPTO patents (1976-2016). Predict the product of the given reaction. (1) Given the reactants [C:1]([O:5][C:6]([N:8]1[CH2:13][CH2:12][CH:11]([NH:14][CH:15]2[C:24]3[N:23]=[CH:22][CH:21]=[CH:20][C:19]=3[CH2:18][CH2:17][CH2:16]2)[CH2:10][CH2:9]1)=[O:7])([CH3:4])([CH3:3])[CH3:2].[CH3:25][C:26]1[C:27]([CH:33]=O)=[N:28][CH:29]=[C:30]([CH3:32])[CH:31]=1.[BH-](OC(C)=O)(OC(C)=O)OC(C)=O.[Na+], predict the reaction product. The product is: [C:1]([O:5][C:6]([N:8]1[CH2:9][CH2:10][CH:11]([N:14]([CH2:33][C:27]2[C:26]([CH3:25])=[CH:31][C:30]([CH3:32])=[CH:29][N:28]=2)[CH:15]2[C:24]3[N:23]=[CH:22][CH:21]=[CH:20][C:19]=3[CH2:18][CH2:17][CH2:16]2)[CH2:12][CH2:13]1)=[O:7])([CH3:4])([CH3:2])[CH3:3]. (2) Given the reactants [Cl:1][C:2]1[CH:7]=[CH:6][C:5]([C@H:8]([NH:11][S@@](C(C)(C)C)=O)[CH2:9][CH3:10])=[C:4]([F:18])[C:3]=1[O:19][C:20]1[CH:25]=[CH:24][C:23]([C:26]2[O:30][CH:29]=[N:28][CH:27]=2)=[CH:22][CH:21]=1.Cl.FC1C(OC2C=CC=CC=2)=C(F)C=CC=1C(N)CC, predict the reaction product. The product is: [ClH:1].[Cl:1][C:2]1[CH:7]=[CH:6][C:5]([C@H:8]([NH2:11])[CH2:9][CH3:10])=[C:4]([F:18])[C:3]=1[O:19][C:20]1[CH:25]=[CH:24][C:23]([C:26]2[O:30][CH:29]=[N:28][CH:27]=2)=[CH:22][CH:21]=1. (3) The product is: [NH2:16][CH:6]([CH:1]1[CH2:2][CH2:3][CH2:4][CH2:5]1)[CH2:7][NH:8][C:9](=[O:15])[O:10][C:11]([CH3:14])([CH3:12])[CH3:13]. Given the reactants [CH:1]1([CH:6]([N:16]2C(=O)C3C(=CC=CC=3)C2=O)[CH2:7][NH:8][C:9](=[O:15])[O:10][C:11]([CH3:14])([CH3:13])[CH3:12])[CH2:5][CH2:4][CH2:3][CH2:2]1.NN, predict the reaction product. (4) Given the reactants [OH:1][C:2]1[CH:7]=[CH:6][CH:5]=[CH:4][C:3]=1[CH2:8][C:9]([OH:11])=O.[NH:12]1[CH2:16][CH2:15][C@H:14]([OH:17])[CH2:13]1, predict the reaction product. The product is: [OH:1][C:2]1[CH:7]=[CH:6][CH:5]=[CH:4][C:3]=1[CH2:8][C:9]([N:12]1[CH2:16][CH2:15][C@H:14]([OH:17])[CH2:13]1)=[O:11]. (5) Given the reactants [C:1]([O:5][C:6]([NH:8][CH:9]([CH2:13][C:14]1[CH:19]=[CH:18][C:17]([O:20][C:21]2[CH:26]=[CH:25][C:24]([CH2:27][CH:28]3[S:32][C:31](=[O:33])[NH:30][C:29]3=[O:34])=[CH:23][CH:22]=2)=[CH:16][CH:15]=1)[C:10](O)=[O:11])=[O:7])([CH3:4])([CH3:3])[CH3:2].F[P-](F)(F)(F)(F)F.N1(O[P+](N(C)C)(N(C)C)[N:53]([CH3:55])[CH3:54])C2C=CC=CC=2N=N1.CNC, predict the reaction product. The product is: [C:1]([O:5][C:6](=[O:7])[NH:8][CH:9]([C:10](=[O:11])[N:53]([CH3:55])[CH3:54])[CH2:13][C:14]1[CH:15]=[CH:16][C:17]([O:20][C:21]2[CH:26]=[CH:25][C:24]([CH2:27][CH:28]3[S:32][C:31](=[O:33])[NH:30][C:29]3=[O:34])=[CH:23][CH:22]=2)=[CH:18][CH:19]=1)([CH3:2])([CH3:3])[CH3:4].